The task is: Predict the product of the given reaction.. This data is from Forward reaction prediction with 1.9M reactions from USPTO patents (1976-2016). (1) Given the reactants [Br:1][C:2]1[CH:3]=[N:4][C:5]2[N:6]([N:8]=[C:9]([C:11]([OH:13])=O)[CH:10]=2)[CH:7]=1.[CH3:14][O:15][C:16]1[C:21]([C:22]2[CH:31]=[CH:30][CH:29]=[C:28]3[C:23]=2[CH2:24][CH2:25][NH:26][CH:27]3[CH3:32])=[CH:20][CH:19]=[CH:18][N:17]=1, predict the reaction product. The product is: [Br:1][C:2]1[CH:3]=[N:4][C:5]2[N:6]([N:8]=[C:9]([C:11]([N:26]3[CH2:25][CH2:24][C:23]4[C:28](=[CH:29][CH:30]=[CH:31][C:22]=4[C:21]4[C:16]([O:15][CH3:14])=[N:17][CH:18]=[CH:19][CH:20]=4)[CH:27]3[CH3:32])=[O:13])[CH:10]=2)[CH:7]=1. (2) Given the reactants [Cl:1][C:2]1[CH:3]=[CH:4][C:5]([O:19]C)=[C:6]([C:8]2[O:9][CH:10]=[C:11]([CH2:13][C:14]([O:16][CH2:17][CH3:18])=[O:15])[N:12]=2)[CH:7]=1.ClC1C=CC(O)=C(CC2SC=C(CC(OCC)=O)N=2)C=1, predict the reaction product. The product is: [Cl:1][C:2]1[CH:3]=[CH:4][C:5]([OH:19])=[C:6]([C:8]2[O:9][CH:10]=[C:11]([CH2:13][C:14]([O:16][CH2:17][CH3:18])=[O:15])[N:12]=2)[CH:7]=1. (3) Given the reactants [CH:1]1([CH:7]([NH:18][C:19]2[CH:24]=[CH:23][C:22]([C:25]([N:27]([CH3:35])[CH2:28][CH2:29][C:30]([O:32]CC)=[O:31])=[O:26])=[CH:21][CH:20]=2)[C:8]2[S:16][C:11]3=[CH:12][N:13]=[CH:14][CH:15]=[C:10]3[C:9]=2[CH3:17])[CH2:6][CH2:5][CH2:4][CH2:3][CH2:2]1.O1CCCC1.[OH-].[Na+], predict the reaction product. The product is: [CH:1]1([CH:7]([NH:18][C:19]2[CH:20]=[CH:21][C:22]([C:25]([N:27]([CH3:35])[CH2:28][CH2:29][C:30]([OH:32])=[O:31])=[O:26])=[CH:23][CH:24]=2)[C:8]2[S:16][C:11]3=[CH:12][N:13]=[CH:14][CH:15]=[C:10]3[C:9]=2[CH3:17])[CH2:6][CH2:5][CH2:4][CH2:3][CH2:2]1. (4) Given the reactants [OH:1][C@@H:2]1[CH2:6][CH2:5][N:4]([C:7]2[CH:26]=[CH:25][C:10]([C:11]([NH:13][C:14]3[CH:19]=[CH:18][C:17]([O:20][C:21]([F:24])([F:23])[F:22])=[CH:16][CH:15]=3)=[O:12])=[CH:9][C:8]=2[C:27]2[N:31](COCC[Si](C)(C)C)[N:30]=[CH:29][CH:28]=2)[CH2:3]1.CCCC[N+](CCCC)(CCCC)CCCC.[F-].C1COCC1, predict the reaction product. The product is: [OH:1][C@@H:2]1[CH2:6][CH2:5][N:4]([C:7]2[CH:26]=[CH:25][C:10]([C:11]([NH:13][C:14]3[CH:15]=[CH:16][C:17]([O:20][C:21]([F:22])([F:23])[F:24])=[CH:18][CH:19]=3)=[O:12])=[CH:9][C:8]=2[C:27]2[NH:31][N:30]=[CH:29][CH:28]=2)[CH2:3]1. (5) Given the reactants Br[C:2]1[CH:3]=[CH:4][C:5]([C:8]#[N:9])=[N:6][CH:7]=1.[C:10]1([S:16]([O:18][Na])=[O:17])[CH:15]=[CH:14][CH:13]=[CH:12][CH:11]=1.O.O, predict the reaction product. The product is: [C:10]1([S:16]([C:2]2[CH:3]=[CH:4][C:5]([C:8]#[N:9])=[N:6][CH:7]=2)(=[O:18])=[O:17])[CH:15]=[CH:14][CH:13]=[CH:12][CH:11]=1. (6) Given the reactants [OH:1][C:2]1[C:9]([CH3:10])=[CH:8][C:5]([C:6]#[N:7])=[CH:4][C:3]=1[CH3:11].[H-].[Na+].[NH2:14][C:15]1[C:20]([Br:21])=[C:19](Cl)[N:18]=[C:17]([NH:23][C:24]2[CH:31]=[CH:30][C:27]([C:28]#[N:29])=[CH:26][CH:25]=2)[N:16]=1.O, predict the reaction product. The product is: [NH2:14][C:15]1[N:16]=[C:17]([NH:23][C:24]2[CH:25]=[CH:26][C:27]([C:28]#[N:29])=[CH:30][CH:31]=2)[N:18]=[C:19]([O:1][C:2]2[C:3]([CH3:11])=[CH:4][C:5]([C:6]#[N:7])=[CH:8][C:9]=2[CH3:10])[C:20]=1[Br:21]. (7) Given the reactants [Cl:1][C:2]1[CH:7]=[CH:6][CH:5]=[C:4]([Cl:8])[C:3]=1[CH2:9][S:10]([C:13]1[CH:14]=[C:15]2[C:19](=[CH:20][CH:21]=1)[NH:18][C:17](=[O:22])/[C:16]/2=[CH:23]\[C:24]1[NH:28][C:27]([CH3:29])=[C:26]([CH2:30][C:31](O)=[O:32])[C:25]=1[CH3:34])(=[O:12])=[O:11].C1C=CC2N(O)N=NC=2C=1.C(Cl)CCl.[CH:49]1([NH:52][CH2:53][C@H:54]2[NH:58][CH2:57][C@H:56]([OH:59])[CH2:55]2)[CH2:51][CH2:50]1, predict the reaction product. The product is: [CH:49]1([NH:52][CH2:53][C@@H:54]2[CH2:55][C@@H:56]([OH:59])[CH2:57][N:58]2[C:31](=[O:32])[CH2:30][C:26]2[C:25]([CH3:34])=[C:24](/[CH:23]=[C:16]3\[C:17](=[O:22])[NH:18][C:19]4[C:15]\3=[CH:14][C:13]([S:10]([CH2:9][C:3]3[C:4]([Cl:8])=[CH:5][CH:6]=[CH:7][C:2]=3[Cl:1])(=[O:12])=[O:11])=[CH:21][CH:20]=4)[NH:28][C:27]=2[CH3:29])[CH2:51][CH2:50]1. (8) Given the reactants [CH3:1][N:2]([CH3:31])[C:3]1[N:12]=[C:11]([NH:13][CH2:14][C:15]2[CH:20]=[CH:19][C:18]([NH:21][C:22]([CH:24]3[CH2:29][CH2:28][NH:27][CH2:26][CH2:25]3)=[O:23])=[CH:17][CH:16]=2)[C:10]2[C:5](=[CH:6][C:7]([CH3:30])=[CH:8][CH:9]=2)[N:4]=1.[Cl:32][C:33]1[CH:40]=[C:39]([F:41])[CH:38]=[CH:37][C:34]=1[CH:35]=O.Cl, predict the reaction product. The product is: [Cl:32][C:33]1[CH:40]=[C:39]([F:41])[CH:38]=[CH:37][C:34]=1[CH2:35][N:27]1[CH2:28][CH2:29][CH:24]([C:22]([NH:21][C:18]2[CH:17]=[CH:16][C:15]([CH2:14][NH:13][C:11]3[C:10]4[C:5](=[CH:6][C:7]([CH3:30])=[CH:8][CH:9]=4)[N:4]=[C:3]([N:2]([CH3:31])[CH3:1])[N:12]=3)=[CH:20][CH:19]=2)=[O:23])[CH2:25][CH2:26]1. (9) Given the reactants [S:1](Cl)([C:4]1[CH:10]=[CH:9][C:7]([CH3:8])=[CH:6][CH:5]=1)(=[O:3])=[O:2].[N+:12]([C:15]1[CH:20]=[CH:19][CH:18]=[CH:17][C:16]=1[CH:21]([OH:25])[CH2:22][CH2:23][OH:24])([O-:14])=[O:13].C(N(CC)CC)C, predict the reaction product. The product is: [C:7]1([CH3:8])[CH:9]=[CH:10][C:4]([S:1]([O:24][CH2:23][CH2:22][CH:21]([C:16]2[CH:17]=[CH:18][CH:19]=[CH:20][C:15]=2[N+:12]([O-:14])=[O:13])[OH:25])(=[O:3])=[O:2])=[CH:5][CH:6]=1. (10) Given the reactants Cl.[NH:2]1[CH:6]=[CH:5][N:4]2[CH:7]=[CH:8][N:9]=[C:3]12.[H-].[Na+].Br[CH2:13][CH2:14][Cl:15], predict the reaction product. The product is: [Cl:15][CH2:14][CH2:13][N:2]1[CH:6]=[CH:5][N:4]2[CH:7]=[CH:8][N:9]=[C:3]12.